This data is from Full USPTO retrosynthesis dataset with 1.9M reactions from patents (1976-2016). The task is: Predict the reactants needed to synthesize the given product. (1) The reactants are: [CH3:1][C:2]([CH3:39])([CH3:38])[C@@H:3]([NH:11][C:12]([C:14]1[C:22]2[C:17](=[N:18][CH:19]=[C:20]([C:23]3[CH:24]=[N:25][N:26]([CH2:28][CH3:29])[CH:27]=3)[N:21]=2)[N:16](COCC[Si](C)(C)C)[CH:15]=1)=[O:13])[C:4]([N:6]1[CH2:10][CH2:9][CH2:8][CH2:7]1)=[O:5].C(O)(C(F)(F)F)=O. Given the product [CH3:1][C:2]([CH3:38])([CH3:39])[C@@H:3]([NH:11][C:12]([C:14]1[C:22]2[C:17](=[N:18][CH:19]=[C:20]([C:23]3[CH:24]=[N:25][N:26]([CH2:28][CH3:29])[CH:27]=3)[N:21]=2)[NH:16][CH:15]=1)=[O:13])[C:4]([N:6]1[CH2:10][CH2:9][CH2:8][CH2:7]1)=[O:5], predict the reactants needed to synthesize it. (2) The reactants are: [I:1]I.[NH2:3][C:4]1[CH:11]=[CH:10][C:7]([C:8]#[N:9])=[C:6]([S:12][CH3:13])[N:5]=1. Given the product [NH2:3][C:4]1[C:11]([I:1])=[CH:10][C:7]([C:8]#[N:9])=[C:6]([S:12][CH3:13])[N:5]=1, predict the reactants needed to synthesize it.